Predict the reactants needed to synthesize the given product. From a dataset of Full USPTO retrosynthesis dataset with 1.9M reactions from patents (1976-2016). (1) The reactants are: [CH3:1][C:2]1[CH:6]=[CH:5][NH:4][C:3]=1[C:7]([OH:9])=O.[NH2:10][C:11]1[CH:16]=[CH:15][CH:14]=[CH:13][CH:12]=1. Given the product [CH3:1][C:2]1[CH:6]=[CH:5][NH:4][C:3]=1[C:7]([NH:10][C:11]1[CH:16]=[CH:15][CH:14]=[CH:13][CH:12]=1)=[O:9], predict the reactants needed to synthesize it. (2) Given the product [C:33]([O:32][C:30]([NH:29][CH2:28][CH2:27][CH2:26][C@H:21]([NH:20][C:12]([C:8]1[C:7](=[O:15])[N:6]([CH2:5][C:4]2[CH:16]=[CH:17][CH:18]=[C:2]([I:1])[CH:3]=2)[CH:11]=[CH:10][CH:9]=1)=[O:14])[C:22]([O:24][CH3:25])=[O:23])=[O:31])([CH3:35])([CH3:36])[CH3:34], predict the reactants needed to synthesize it. The reactants are: [I:1][C:2]1[CH:3]=[C:4]([CH:16]=[CH:17][CH:18]=1)[CH2:5][N:6]1[CH:11]=[CH:10][CH:9]=[C:8]([C:12]([OH:14])=O)[C:7]1=[O:15].Cl.[NH2:20][C@@H:21]([CH2:26][CH2:27][CH2:28][NH:29][C:30]([O:32][C:33]([CH3:36])([CH3:35])[CH3:34])=[O:31])[C:22]([O:24][CH3:25])=[O:23].CN(C(ON1N=NC2C=CC=CC1=2)=[N+](C)C)C.F[P-](F)(F)(F)(F)F. (3) Given the product [CH2:1]([O:3][C:4]([C@H:6]1[CH2:11][CH2:10][N:9]([C:24]([O:26][C:27]([CH3:30])([CH3:29])[CH3:28])=[O:25])[CH2:8][C@H:7]1[C:12]1[CH:13]=[CH:14][CH:15]=[CH:16][CH:17]=1)=[O:5])[CH3:2], predict the reactants needed to synthesize it. The reactants are: [CH2:1]([O:3][C:4]([C@H:6]1[CH2:11][CH2:10][NH:9][CH2:8][C@H:7]1[C:12]1[CH:17]=[CH:16][CH:15]=[CH:14][CH:13]=1)=[O:5])[CH3:2].C([O-])([O-])=O.[K+].[K+].[C:24](O[C:24]([O:26][C:27]([CH3:30])([CH3:29])[CH3:28])=[O:25])([O:26][C:27]([CH3:30])([CH3:29])[CH3:28])=[O:25]. (4) Given the product [CH3:1][C:2]1[N:11]([C:12]2[CH:17]=[CH:16][C:15]([O:18][CH2:19][CH2:20][CH2:21][N:22]3[CH2:27][CH2:26][CH2:25][CH2:24][CH2:23]3)=[CH:14][CH:13]=2)[C:10](=[O:28])[C:9]2[C:4](=[CH:5][CH:6]=[C:7]([C:30]3[CH:35]=[CH:34][CH:33]=[CH:32][CH:31]=3)[CH:8]=2)[N:3]=1, predict the reactants needed to synthesize it. The reactants are: [CH3:1][C:2]1[N:11]([C:12]2[CH:17]=[CH:16][C:15]([O:18][CH2:19][CH2:20][CH2:21][N:22]3[CH2:27][CH2:26][CH2:25][CH2:24][CH2:23]3)=[CH:14][CH:13]=2)[C:10](=[O:28])[C:9]2[C:4](=[CH:5][CH:6]=[C:7](Br)[CH:8]=2)[N:3]=1.[C:30]1(B(O)O)[CH:35]=[CH:34][CH:33]=[CH:32][CH:31]=1.C(=O)([O-])[O-].[Na+].[Na+]. (5) Given the product [I:42][C:43]1[CH:49]=[CH:48][C:46]([NH:47][C:6]([C:4]2[N:3]=[CH:2][S:1][CH:5]=2)=[O:8])=[CH:45][CH:44]=1, predict the reactants needed to synthesize it. The reactants are: [S:1]1[CH:5]=[C:4]([C:6]([OH:8])=O)[N:3]=[CH:2]1.CN(C(ON1N=NC2C=CC=NC1=2)=[N+](C)C)C.F[P-](F)(F)(F)(F)F.CCN(C(C)C)C(C)C.[I:42][C:43]1[CH:49]=[CH:48][C:46]([NH2:47])=[CH:45][CH:44]=1.